This data is from Forward reaction prediction with 1.9M reactions from USPTO patents (1976-2016). The task is: Predict the product of the given reaction. (1) Given the reactants Cl[C:2]1[CH:7]=[C:6]([Cl:8])[N:5]=[CH:4][N:3]=1.CC[N:11]([CH:15]([CH3:17])[CH3:16])C(C)C.[N:18]1C=CC=C[C:19]=1[CH2:24]N.[OH2:26], predict the reaction product. The product is: [Cl:8][C:6]1[N:5]=[CH:4][N:3]=[C:2]([NH:18][CH2:19][C:24]2[O:26][N:11]=[C:15]([CH3:16])[CH:17]=2)[CH:7]=1. (2) Given the reactants C(O[C:6]([N:8]([CH3:19])[C:9]1([CH2:12][CH2:13][C:14](OCC)=[O:15])[CH2:11][CH2:10]1)=O)(C)(C)C.[H-].[Al+3].[Li+].[H-].[H-].[H-].O.[OH-].[Na+], predict the reaction product. The product is: [CH3:6][N:8]([CH3:19])[C:9]1([CH2:12][CH2:13][CH2:14][OH:15])[CH2:11][CH2:10]1. (3) Given the reactants [H+].[F:2][P-:3]([F:8])([F:7])([F:6])([F:5])[F:4].[Cl-].[C:10]1([CH2:16][CH2:17][CH2:18][N+:19]2[CH:23]=[CH:22][N:21]([CH3:24])[CH:20]=2)[CH:15]=[CH:14][CH:13]=[CH:12][CH:11]=1, predict the reaction product. The product is: [F:2][P-:3]([F:8])([F:7])([F:6])([F:5])[F:4].[C:10]1([CH2:16][CH2:17][CH2:18][N+:19]2[CH:23]=[CH:22][N:21]([CH3:24])[CH:20]=2)[CH:15]=[CH:14][CH:13]=[CH:12][CH:11]=1. (4) Given the reactants C(OC([N:8]1[CH2:12][CH:11]=[C:10]([C:13](=[O:34])[NH:14][C@H:15]([C:18]2[CH:23]=[CH:22][C:21]([Cl:24])=[C:20]([C:25]([C:27]3[CH:28]=[N:29][CH:30]=[CH:31][CH:32]=3)=[O:26])[C:19]=2[F:33])[CH2:16][CH3:17])[CH2:9]1)=O)(C)(C)C.Cl.CCOC(C)=O, predict the reaction product. The product is: [Cl:24][C:21]1[CH:22]=[CH:23][C:18]([C@@H:15]([NH:14][C:13]([C:10]2[CH2:9][NH:8][CH2:12][CH:11]=2)=[O:34])[CH2:16][CH3:17])=[C:19]([F:33])[C:20]=1[C:25]([C:27]1[CH:28]=[N:29][CH:30]=[CH:31][CH:32]=1)=[O:26]. (5) Given the reactants [NH2:1][C@H:2]([C:13]([NH2:15])=[O:14])[CH2:3][C:4]1[C:12]2[C:7](=[CH:8][CH:9]=[CH:10][CH:11]=2)[NH:6][CH:5]=1.[CH3:16][C:17]([O:20][C:21]([NH:23][C@H:24]([C:46]([OH:48])=[O:47])[CH2:25][S:26][C:27]([C:40]1[CH:45]=[CH:44][CH:43]=[CH:42][CH:41]=1)([C:34]1[CH:39]=[CH:38][CH:37]=[CH:36][CH:35]=1)[C:28]1[CH:33]=[CH:32][CH:31]=[CH:30][CH:29]=1)=[O:22])([CH3:19])[CH3:18].O.ON1C2C=CC=CC=2N=N1.C1(N=C=NC2CCCCC2)CCCCC1, predict the reaction product. The product is: [CH3:19][C:17]([O:20][C:21]([NH:23][C@@H:24]([C:46]([OH:48])=[O:47])[CH2:25][S:26][C:27]([C:34]1[CH:39]=[CH:38][CH:37]=[CH:36][CH:35]=1)([C:40]1[CH:41]=[CH:42][CH:43]=[CH:44][CH:45]=1)[C:28]1[CH:33]=[CH:32][CH:31]=[CH:30][CH:29]=1)=[O:22])([CH3:16])[CH3:18].[CH:10]1[CH:9]=[CH:8][C:7]2[NH:6][CH:5]=[C:4]([CH2:3][C@H:2]([NH2:1])[C:13]([NH2:15])=[O:14])[C:12]=2[CH:11]=1.